From a dataset of Catalyst prediction with 721,799 reactions and 888 catalyst types from USPTO. Predict which catalyst facilitates the given reaction. (1) Reactant: [F:1][C:2]1[C:7]([S:8](Cl)(=[O:10])=[O:9])=[C:6]([F:12])[C:5]([F:13])=[C:4]([F:14])[C:3]=1[F:15].[OH-:16].[CH3:17][N+:18]([CH3:21])([CH3:20])[CH3:19]. Product: [CH3:17][N+:18]([CH3:21])([CH3:20])[CH3:19].[F:1][C:2]1[C:7]([S:8]([O-:16])(=[O:10])=[O:9])=[C:6]([F:12])[C:5]([F:13])=[C:4]([F:14])[C:3]=1[F:15]. The catalyst class is: 5. (2) Reactant: Cl[C:2]1[CH:27]=[CH:26][C:5]([C:6]([NH:8][C:9]2[S:10][C:11]3[C:17]([N:18]4[CH2:23][CH2:22][O:21][CH2:20][CH2:19]4)=[CH:16][CH:15]=[C:14]([O:24][CH3:25])[C:12]=3[N:13]=2)=[O:7])=[CH:4][N:3]=1.C(=O)([O-])[O-].[Cs+].[Cs+].[CH3:34][C@H:35]1[O:40][C@@H:39]([CH3:41])[CH2:38][NH:37][CH2:36]1. Product: [CH3:41][C@H:39]1[O:40][C@@H:35]([CH3:34])[CH2:36][N:37]([C:2]2[CH:27]=[CH:26][C:5]([C:6]([NH:8][C:9]3[S:10][C:11]4[C:17]([N:18]5[CH2:19][CH2:20][O:21][CH2:22][CH2:23]5)=[CH:16][CH:15]=[C:14]([O:24][CH3:25])[C:12]=4[N:13]=3)=[O:7])=[CH:4][N:3]=2)[CH2:38]1. The catalyst class is: 37.